This data is from Forward reaction prediction with 1.9M reactions from USPTO patents (1976-2016). The task is: Predict the product of the given reaction. (1) The product is: [Cl:1][C:2]1[CH:7]=[CH:6][CH:5]=[C:4]([Cl:8])[C:3]=1[C:9]1[C:13]([CH2:14][O:15][C:16]2[CH:17]=[C:18]3[C:22](=[CH:23][CH:24]=2)[N:21]([CH2:25][C:26]2[N:31]=[C:30]([C:32]([OH:34])=[O:33])[CH:29]=[CH:28][CH:27]=2)[CH:20]=[CH:19]3)=[C:12]([CH:36]([CH3:38])[CH3:37])[O:11][N:10]=1. Given the reactants [Cl:1][C:2]1[CH:7]=[CH:6][CH:5]=[C:4]([Cl:8])[C:3]=1[C:9]1[C:13]([CH2:14][O:15][C:16]2[CH:17]=[C:18]3[C:22](=[CH:23][CH:24]=2)[N:21]([CH2:25][C:26]2[N:31]=[C:30]([C:32]([O:34]C)=[O:33])[CH:29]=[CH:28][CH:27]=2)[CH:20]=[CH:19]3)=[C:12]([CH:36]([CH3:38])[CH3:37])[O:11][N:10]=1.[OH-].[Na+], predict the reaction product. (2) Given the reactants Cl.[C:2]([C:6]1[N:11]=[CH:10][C:9]([C:12]2[N:13]([C:33]([N:35]3[CH2:40][CH2:39][N:38]([CH2:41][C:42]([OH:44])=O)[CH2:37][CH2:36]3)=[O:34])[C@@:14]([C:26]3[CH:31]=[CH:30][C:29]([Cl:32])=[CH:28][CH:27]=3)([CH3:25])[C@@:15]([C:18]3[CH:23]=[CH:22][C:21]([Cl:24])=[CH:20][CH:19]=3)([CH3:17])[N:16]=2)=[C:8]([O:45][CH2:46][CH3:47])[CH:7]=1)([CH3:5])([CH3:4])[CH3:3].[NH:48]1[CH2:51][CH2:50][CH2:49]1, predict the reaction product. The product is: [N:48]1([C:42](=[O:44])[CH2:41][N:38]2[CH2:39][CH2:40][N:35]([C:33]([N:13]3[C@@:14]([C:26]4[CH:31]=[CH:30][C:29]([Cl:32])=[CH:28][CH:27]=4)([CH3:25])[C@@:15]([C:18]4[CH:23]=[CH:22][C:21]([Cl:24])=[CH:20][CH:19]=4)([CH3:17])[N:16]=[C:12]3[C:9]3[CH:10]=[N:11][C:6]([C:2]([CH3:3])([CH3:5])[CH3:4])=[CH:7][C:8]=3[O:45][CH2:46][CH3:47])=[O:34])[CH2:36][CH2:37]2)[CH2:51][CH2:50][CH2:49]1. (3) The product is: [CH3:14][CH:15]1[CH2:20][CH:19]([CH3:21])[CH2:18][N:17]([C:2]2[C:7]([N+:8]([O-:10])=[O:9])=[CH:6][C:5]([N+:11]([O-:13])=[O:12])=[CH:4][N:3]=2)[CH2:16]1. Given the reactants Cl[C:2]1[C:7]([N+:8]([O-:10])=[O:9])=[CH:6][C:5]([N+:11]([O-:13])=[O:12])=[CH:4][N:3]=1.[CH3:14][CH:15]1[CH2:20][CH:19]([CH3:21])[CH2:18][NH:17][CH2:16]1, predict the reaction product. (4) The product is: [C:23]([C:3]1[C:4]([NH:8][C:9](=[O:14])[C:10]([CH3:11])([CH3:13])[CH3:12])=[N:5][CH:6]=[CH:7][C:2]=1[Cl:1])(=[O:30])[C:24]1[CH:29]=[CH:28][CH:27]=[CH:26][CH:25]=1. Given the reactants [Cl:1][C:2]1[CH:7]=[CH:6][N:5]=[C:4]([NH:8][C:9](=[O:14])[C:10]([CH3:13])([CH3:12])[CH3:11])[CH:3]=1.C([Li])CCC.CON(C)[C:23](=[O:30])[C:24]1[CH:29]=[CH:28][CH:27]=[CH:26][CH:25]=1, predict the reaction product. (5) Given the reactants [Br:1][CH2:2][C:3]1[CH:8]=[CH:7][C:6]([C:9]2[CH:14]=[CH:13][CH:12]=[CH:11][CH:10]=2)=[CH:5][CH:4]=1.C1(C2C=CC(C)=CC=2)C=CC=CC=1.[Br:28]N1C(=O)CCC1=O.C(OOC(=O)C1C=CC=CC=1)(=O)C1C=CC=CC=1, predict the reaction product. The product is: [Br:1][CH:2]([Br:28])[C:3]1[CH:8]=[CH:7][C:6]([C:9]2[CH:10]=[CH:11][CH:12]=[CH:13][CH:14]=2)=[CH:5][CH:4]=1. (6) Given the reactants [CH2:1]1[C:10]2[C:5](=[CH:6][CH:7]=[CH:8][CH:9]=2)[CH2:4][CH2:3][NH:2]1.C([O-])([O-])=O.[K+].[K+].Br[CH2:18][C:19]([O:21][CH2:22][CH3:23])=[O:20], predict the reaction product. The product is: [CH2:22]([O:21][C:19]([CH2:18][N:2]1[CH2:3][CH2:4][C:5]2[C:10](=[CH:9][CH:8]=[CH:7][CH:6]=2)[CH2:1]1)=[O:20])[CH3:23]. (7) Given the reactants [OH-:1].[Na+].Cl[C:4]1[C:9]([N:10]2[CH2:15][CH2:14][N:13]([CH:16]([CH3:18])[CH3:17])[CH2:12][CH2:11]2)=[N:8][CH:7]=[CH:6][N:5]=1, predict the reaction product. The product is: [CH:16]([N:13]1[CH2:14][CH2:15][N:10]([C:9]2[C:4](=[O:1])[NH:5][CH:6]=[CH:7][N:8]=2)[CH2:11][CH2:12]1)([CH3:18])[CH3:17]. (8) Given the reactants [CH2:1]1[CH2:5][O:4][CH2:3][CH2:2]1.COCC=C.[Br:11][C:12]1[CH:13]=[C:14]([CH:17]=[C:18](Br)[CH:19]=1)[CH:15]=[O:16].C[O-].[Na+], predict the reaction product. The product is: [Br:11][C:12]1[CH:13]=[C:14]([CH:17]=[C:18]([CH2:2][CH2:1][CH2:5][O:4][CH3:3])[CH:19]=1)[CH:15]=[O:16]. (9) Given the reactants [N+:1]([C:4]1[CH:9]=[CH:8][C:7]([C:10]2[S:11][CH:12]=[CH:13][CH:14]=2)=[CH:6][C:5]=1[NH:15][C:16]([NH:18][CH2:19][CH:20]1[CH2:25][CH2:24][NH:23][CH2:22][CH2:21]1)=[O:17])([O-])=O.[CH3:26]O, predict the reaction product. The product is: [NH2:1][C:4]1[CH:9]=[CH:8][C:7]([C:10]2[S:11][CH:12]=[CH:13][CH:14]=2)=[CH:6][C:5]=1[NH:15][C:16]([NH:18][CH2:19][CH:20]1[CH2:25][CH2:24][N:23]([CH3:26])[CH2:22][CH2:21]1)=[O:17].